This data is from NCI-60 drug combinations with 297,098 pairs across 59 cell lines. The task is: Regression. Given two drug SMILES strings and cell line genomic features, predict the synergy score measuring deviation from expected non-interaction effect. (1) Drug 1: CC1=C2C(C(=O)C3(C(CC4C(C3C(C(C2(C)C)(CC1OC(=O)C(C(C5=CC=CC=C5)NC(=O)OC(C)(C)C)O)O)OC(=O)C6=CC=CC=C6)(CO4)OC(=O)C)OC)C)OC. Drug 2: N.N.Cl[Pt+2]Cl. Cell line: SK-MEL-2. Synergy scores: CSS=30.6, Synergy_ZIP=-0.289, Synergy_Bliss=-4.36, Synergy_Loewe=-40.3, Synergy_HSA=-6.16. (2) Drug 1: CC=C1C(=O)NC(C(=O)OC2CC(=O)NC(C(=O)NC(CSSCCC=C2)C(=O)N1)C(C)C)C(C)C. Drug 2: CS(=O)(=O)OCCCCOS(=O)(=O)C. Cell line: M14. Synergy scores: CSS=37.4, Synergy_ZIP=0.629, Synergy_Bliss=0.379, Synergy_Loewe=-47.7, Synergy_HSA=-1.47. (3) Drug 1: C1CN1C2=NC(=NC(=N2)N3CC3)N4CC4. Drug 2: COC1=C(C=C2C(=C1)N=CN=C2NC3=CC(=C(C=C3)F)Cl)OCCCN4CCOCC4. Cell line: CCRF-CEM. Synergy scores: CSS=60.0, Synergy_ZIP=0.559, Synergy_Bliss=0.233, Synergy_Loewe=-17.3, Synergy_HSA=0.158. (4) Drug 2: CC(C)CN1C=NC2=C1C3=CC=CC=C3N=C2N. Cell line: COLO 205. Drug 1: CS(=O)(=O)CCNCC1=CC=C(O1)C2=CC3=C(C=C2)N=CN=C3NC4=CC(=C(C=C4)OCC5=CC(=CC=C5)F)Cl. Synergy scores: CSS=1.86, Synergy_ZIP=-0.320, Synergy_Bliss=-0.328, Synergy_Loewe=0.177, Synergy_HSA=-0.800. (5) Drug 1: CC1=C(C=C(C=C1)C(=O)NC2=CC(=CC(=C2)C(F)(F)F)N3C=C(N=C3)C)NC4=NC=CC(=N4)C5=CN=CC=C5. Drug 2: C1CCC(C(C1)N)N.C(=O)(C(=O)[O-])[O-].[Pt+4]. Cell line: NCI-H460. Synergy scores: CSS=31.5, Synergy_ZIP=-0.0929, Synergy_Bliss=-0.0441, Synergy_Loewe=-14.2, Synergy_HSA=-1.29. (6) Drug 1: COC1=CC(=CC(=C1O)OC)C2C3C(COC3=O)C(C4=CC5=C(C=C24)OCO5)OC6C(C(C7C(O6)COC(O7)C8=CC=CS8)O)O. Drug 2: CC1CCC2CC(C(=CC=CC=CC(CC(C(=O)C(C(C(=CC(C(=O)CC(OC(=O)C3CCCCN3C(=O)C(=O)C1(O2)O)C(C)CC4CCC(C(C4)OC)OCCO)C)C)O)OC)C)C)C)OC. Cell line: LOX IMVI. Synergy scores: CSS=47.3, Synergy_ZIP=2.61, Synergy_Bliss=1.94, Synergy_Loewe=8.85, Synergy_HSA=9.85. (7) Drug 1: C1CN1P(=S)(N2CC2)N3CC3. Drug 2: CC12CCC3C(C1CCC2O)C(CC4=C3C=CC(=C4)O)CCCCCCCCCS(=O)CCCC(C(F)(F)F)(F)F. Cell line: MDA-MB-435. Synergy scores: CSS=-3.40, Synergy_ZIP=1.81, Synergy_Bliss=-1.99, Synergy_Loewe=-6.63, Synergy_HSA=-6.15.